From a dataset of M1 muscarinic receptor antagonist screen with 61,756 compounds. Binary Classification. Given a drug SMILES string, predict its activity (active/inactive) in a high-throughput screening assay against a specified biological target. (1) The compound is Brc1cc2c(NC(=O)CCN3CCOCC3)c(oc2cc1)C(OC)=O. The result is 0 (inactive). (2) The drug is s1cc(nc1c1ccccc1)Cn1c(=O)c2n(CC)cnc2n(c1=O)Cc1ccccc1. The result is 0 (inactive). (3) The molecule is O=C1N2C(C(c3c1cc(OC)c(OC)c3)C(=O)Nc1cc3OCCOc3cc1)c1c(CC2)cccc1. The result is 0 (inactive). (4) The molecule is s1nc(NC(=O)CSc2sc(nn2)C)nc1c1ccccc1. The result is 0 (inactive). (5) The molecule is s1c2n(cc(n2)CNC(=O)c2cc(OC)c(OC)cc2)c(c1)C. The result is 0 (inactive). (6) The result is 0 (inactive). The molecule is S(=O)(=O)(NCCN(CCCC)CC)c1cc2oc(=O)n(c2cc1)C.